This data is from Full USPTO retrosynthesis dataset with 1.9M reactions from patents (1976-2016). The task is: Predict the reactants needed to synthesize the given product. (1) The reactants are: [NH2:1][C:2](=[O:25])[C@@H:3]([NH:10][C:11]([C@@H:13]1[CH2:18][CH2:17][CH2:16][CH2:15][C@H:14]1[N:19]1[CH2:24][CH2:23][NH:22][CH2:21][CH2:20]1)=[O:12])[C:4]1[CH:9]=[CH:8][CH:7]=[CH:6][CH:5]=1.C1C=CC2N(O)N=NC=2C=1.C(Cl)CCl.[F:40][C:41]1[CH:49]=[C:48]([F:50])[CH:47]=[CH:46][C:42]=1[C:43](O)=[O:44].CN1CCOCC1. Given the product [NH2:1][C:2](=[O:25])[C@@H:3]([NH:10][C:11]([C@@H:13]1[CH2:18][CH2:17][CH2:16][CH2:15][C@H:14]1[N:19]1[CH2:20][CH2:21][N:22]([C:43](=[O:44])[C:42]2[CH:46]=[CH:47][C:48]([F:50])=[CH:49][C:41]=2[F:40])[CH2:23][CH2:24]1)=[O:12])[C:4]1[CH:5]=[CH:6][CH:7]=[CH:8][CH:9]=1, predict the reactants needed to synthesize it. (2) Given the product [C:1]([C:3]1[CH:4]=[C:5]([S:26]([NH:29][C:30]2[S:34][N:33]=[CH:32][N:31]=2)(=[O:27])=[O:28])[CH:6]=[CH:7][C:8]=1[O:9][C:10]1[CH:15]=[CH:14][C:13]([C:16]([F:19])([F:17])[F:18])=[CH:12][C:11]=1[C:20]1[CH:25]=[CH:24][N:23]=[N:22][CH:21]=1)#[N:2], predict the reactants needed to synthesize it. The reactants are: [C:1]([C:3]1[CH:4]=[C:5]([S:26]([N:29](CC2C=CC(OC)=CC=2OC)[C:30]2[S:34][N:33]=[CH:32][N:31]=2)(=[O:28])=[O:27])[CH:6]=[CH:7][C:8]=1[O:9][C:10]1[CH:15]=[CH:14][C:13]([C:16]([F:19])([F:18])[F:17])=[CH:12][C:11]=1[C:20]1[CH:25]=[CH:24][N:23]=[N:22][CH:21]=1)#[N:2].FC(F)(F)C(O)=O.